Dataset: Full USPTO retrosynthesis dataset with 1.9M reactions from patents (1976-2016). Task: Predict the reactants needed to synthesize the given product. (1) Given the product [CH3:1][O:2][C:3](=[O:4])[C:5]([NH:6][C:7]([O:9][CH2:10][C:11]1[CH:12]=[CH:13][CH:14]=[CH:15][CH:16]=1)=[O:8])=[CH:37][CH2:36][C:35]([F:40])([F:39])[F:34], predict the reactants needed to synthesize it. The reactants are: [CH3:1][O:2][C:3]([CH:5](P(OC)(OC)=O)[NH:6][C:7]([O:9][CH2:10][C:11]1[CH:16]=[CH:15][CH:14]=[CH:13][CH:12]=1)=[O:8])=[O:4].C1CCN2C(=NCCC2)CC1.[F:34][C:35]([F:40])([F:39])[CH2:36][CH:37]=O. (2) Given the product [CH2:1]([O:3][C:4](=[O:22])[CH2:5][C:11](=[O:12])[CH:13]1[CH2:14][CH2:15][CH:16]([CH2:19][CH2:20][CH3:21])[CH2:17][CH2:18]1)[CH3:2], predict the reactants needed to synthesize it. The reactants are: [CH2:1]([O:3][C:4](=[O:22])[CH:5]([C:11]([CH:13]1[CH2:18][CH2:17][CH:16]([CH2:19][CH2:20][CH3:21])[CH2:15][CH2:14]1)=[O:12])C(OCC)=O)[CH3:2].C1(C)C=CC(S(O)(=O)=O)=CC=1.